Dataset: Forward reaction prediction with 1.9M reactions from USPTO patents (1976-2016). Task: Predict the product of the given reaction. Given the reactants [OH:1][C@@H:2]([CH2:12][C:13]([N:15]1[CH2:22][CH2:21][C:18]2([CH2:20][CH2:19]2)[C@H:17]([OH:23])[CH2:16]1)=[O:14])[CH2:3][N:4]1[CH2:9][CH2:8][NH:7][C@@H:6]([CH3:10])[C:5]1=[O:11].[Cl:24][C:25]1[CH:30]=[C:29]([N:31]=[C:32]=[O:33])[CH:28]=[CH:27][C:26]=1[C:34]([F:37])([F:36])[F:35], predict the reaction product. The product is: [Cl:24][C:25]1[CH:30]=[C:29]([NH:31][C:32]([N:7]2[CH2:8][CH2:9][N:4]([CH2:3][C@@H:2]([OH:1])[CH2:12][C:13]([N:15]3[CH2:22][CH2:21][C:18]4([CH2:19][CH2:20]4)[C@H:17]([OH:23])[CH2:16]3)=[O:14])[C:5](=[O:11])[C@@H:6]2[CH3:10])=[O:33])[CH:28]=[CH:27][C:26]=1[C:34]([F:37])([F:36])[F:35].